Dataset: Reaction yield outcomes from USPTO patents with 853,638 reactions. Task: Predict the reaction yield, written as a fraction of the theoretical maximum amount of product (1.0 means a 100% yield; for example, 0.34 means a 34% yield). (1) The reactants are [Si]([O:8][CH2:9][C@@H:10]([CH3:24])[CH2:11][N:12]1[C:17]2[CH:18]=[CH:19][C:20]([F:22])=[CH:21][C:16]=2[O:15][CH2:14][C:13]1=[O:23])(C(C)(C)C)(C)C.O.[F-].C([N+](CCCC)(CCCC)CCCC)CCC. The catalyst is CCCCCCC.CCOC(C)=O. The product is [F:22][C:20]1[CH:19]=[CH:18][C:17]2[N:12]([CH2:11][C@H:10]([CH3:24])[CH2:9][OH:8])[C:13](=[O:23])[CH2:14][O:15][C:16]=2[CH:21]=1. The yield is 1.00. (2) The product is [CH2:3]([NH:10][C:11](=[O:33])[N:12]([C:14]1[CH:15]=[C:16]([C:20]2[N:25]=[CH:24][C:23]([CH2:26][CH2:27][C:28]([OH:30])=[O:29])=[CH:22][CH:21]=2)[CH:17]=[CH:18][CH:19]=1)[CH3:13])[CH2:4][CH2:5][CH2:6][CH2:7][CH2:8][CH3:9]. The reactants are [OH-].[Na+].[CH2:3]([NH:10][C:11](=[O:33])[N:12]([C:14]1[CH:15]=[C:16]([C:20]2[N:25]=[CH:24][C:23]([CH2:26][CH2:27][C:28]([O:30]CC)=[O:29])=[CH:22][CH:21]=2)[CH:17]=[CH:18][CH:19]=1)[CH3:13])[CH2:4][CH2:5][CH2:6][CH2:7][CH2:8][CH3:9].O1CCCC1.CO.O. The yield is 0.940. The catalyst is C(O)(=O)C. (3) The reactants are Br[C:2]1[CH:10]=[C:9]2[C:5]([CH:6]=[CH:7][N:8]2[CH3:11])=[CH:4][CH:3]=1.[F:12][C:13]([F:24])([F:23])[C:14]1[CH:19]=[CH:18][C:17](B(O)O)=[CH:16][CH:15]=1.[Na].C(=O)([O-])[O-]. The yield is 0.510. The product is [F:12][C:13]([F:24])([F:23])[C:14]1[CH:19]=[CH:18][C:17]([C:2]2[CH:10]=[C:9]3[C:5]([CH:6]=[CH:7][N:8]3[CH3:11])=[CH:4][CH:3]=2)=[CH:16][CH:15]=1. The catalyst is O.C(O)C.C1(C)C=CC=CC=1.[Pd].C1(P(C2C=CC=CC=2)C2C=CC=CC=2)C=CC=CC=1.C1(P(C2C=CC=CC=2)C2C=CC=CC=2)C=CC=CC=1.C1(P(C2C=CC=CC=2)C2C=CC=CC=2)C=CC=CC=1.C1(P(C2C=CC=CC=2)C2C=CC=CC=2)C=CC=CC=1. (4) The reactants are I[C:2]1[C:10]2[C:5](=[N:6][CH:7]=[N:8][C:9]=2[NH2:11])[N:4]([CH:12]2[CH2:17][CH2:16][N:15]([CH3:18])[CH2:14][CH2:13]2)[N:3]=1.[CH3:19][O:20][C:21]1[CH:26]=[C:25](B2OC(C)(C)C(C)(C)O2)[CH:24]=[CH:23][C:22]=1[NH:36][C:37](=[O:43])[O:38][C:39]([CH3:42])([CH3:41])[CH3:40].C(=O)([O-])[O-].[Na+].[Na+]. The catalyst is COCCOC.O. The product is [NH2:11][C:9]1[N:8]=[CH:7][N:6]=[C:5]2[N:4]([CH:12]3[CH2:17][CH2:16][N:15]([CH3:18])[CH2:14][CH2:13]3)[N:3]=[C:2]([C:25]3[CH:24]=[CH:23][C:22]([NH:36][C:37](=[O:43])[O:38][C:39]([CH3:40])([CH3:41])[CH3:42])=[C:21]([O:20][CH3:19])[CH:26]=3)[C:10]=12. The yield is 0.730.